From a dataset of NCI-60 drug combinations with 297,098 pairs across 59 cell lines. Regression. Given two drug SMILES strings and cell line genomic features, predict the synergy score measuring deviation from expected non-interaction effect. (1) Synergy scores: CSS=90.0, Synergy_ZIP=1.65, Synergy_Bliss=1.56, Synergy_Loewe=1.28, Synergy_HSA=3.60. Drug 1: C1CN1C2=NC(=NC(=N2)N3CC3)N4CC4. Cell line: SR. Drug 2: CCC1(C2=C(COC1=O)C(=O)N3CC4=CC5=C(C=CC(=C5CN(C)C)O)N=C4C3=C2)O.Cl. (2) Drug 1: CC1=C2C(C(=O)C3(C(CC4C(C3C(C(C2(C)C)(CC1OC(=O)C(C(C5=CC=CC=C5)NC(=O)OC(C)(C)C)O)O)OC(=O)C6=CC=CC=C6)(CO4)OC(=O)C)OC)C)OC. Drug 2: COC1=C(C=C2C(=C1)N=CN=C2NC3=CC(=C(C=C3)F)Cl)OCCCN4CCOCC4. Cell line: LOX IMVI. Synergy scores: CSS=51.0, Synergy_ZIP=5.43, Synergy_Bliss=6.90, Synergy_Loewe=-7.88, Synergy_HSA=10.00. (3) Drug 1: CCC1(CC2CC(C3=C(CCN(C2)C1)C4=CC=CC=C4N3)(C5=C(C=C6C(=C5)C78CCN9C7C(C=CC9)(C(C(C8N6C=O)(C(=O)OC)O)OC(=O)C)CC)OC)C(=O)OC)O.OS(=O)(=O)O. Drug 2: CCC1(C2=C(COC1=O)C(=O)N3CC4=CC5=C(C=CC(=C5CN(C)C)O)N=C4C3=C2)O.Cl. Cell line: K-562. Synergy scores: CSS=78.2, Synergy_ZIP=-3.52, Synergy_Bliss=-4.83, Synergy_Loewe=-9.01, Synergy_HSA=0.934.